This data is from HIV replication inhibition screening data with 41,000+ compounds from the AIDS Antiviral Screen. The task is: Binary Classification. Given a drug SMILES string, predict its activity (active/inactive) in a high-throughput screening assay against a specified biological target. (1) The result is 0 (inactive). The compound is Nc1c2ccccc2nc2ccc3c(=O)cc(-c4ccccc4)oc3c12. (2) The compound is CC(=NNC(=S)Nc1cccc(C)c1)c1cccc(C(C)=NNC(=S)Nc2cccc(C)c2)n1. The result is 0 (inactive). (3) The molecule is Cc1cccc(C)c1NC(=O)C1C(=O)N(c2c(C)cccc2C)C(=O)C1=NNC(N)=S. The result is 0 (inactive). (4) The drug is Cc1ccc(-c2cn3c(nc4ccccc43)c(C)n2)cc1. The result is 0 (inactive). (5) The molecule is COC(OC)c1cccc2c1C1(O)CCC3(CC21)OCCCCO3. The result is 0 (inactive). (6) The drug is CCOc1nc(C(=O)O)cc2ccsc12. The result is 0 (inactive).